This data is from Reaction yield outcomes from USPTO patents with 853,638 reactions. The task is: Predict the reaction yield, written as a fraction of the theoretical maximum amount of product (1.0 means a 100% yield; for example, 0.34 means a 34% yield). (1) The reactants are [CH2:1]([CH:5]=P(C1C=CC=CC=1)(C1C=CC=CC=1)C1C=CC=CC=1)[CH2:2][CH2:3][CH3:4].[CH3:25][O:26][C:27]1[CH:28]=[C:29]([C:35]2([CH:40]=O)[CH2:39][CH2:38][CH2:37][CH2:36]2)[CH:30]=[C:31]([O:33][CH3:34])[CH:32]=1. The catalyst is C1COCC1. The product is [CH3:34][O:33][C:31]1[CH:30]=[C:29]([C:35]2([CH:40]=[CH:5][CH2:1][CH2:2][CH2:3][CH3:4])[CH2:36][CH2:37][CH2:38][CH2:39]2)[CH:28]=[C:27]([O:26][CH3:25])[CH:32]=1. The yield is 0.960. (2) The reactants are [CH3:1][C@@H:2]1[CH2:7][N:6]([C:8]2[C:21]([CH:22]=O)=[CH:20][C:11]3[C:12]([C:15]([O:17][CH2:18][CH3:19])=[O:16])=[N:13][O:14][C:10]=3[C:9]=2[F:24])[CH2:5][C@H:4]([CH3:25])[O:3]1.[NH:26]1[C:33](=[O:34])[CH2:32][C:30](=[O:31])[NH:29][C:27]1=[O:28]. The catalyst is C(O)C. The product is [F:24][C:9]1[C:10]2[O:14][N:13]=[C:12]([C:15]([O:17][CH2:18][CH3:19])=[O:16])[C:11]=2[CH:20]=[C:21]2[C:8]=1[N:6]1[CH2:5][C@@H:4]([CH3:25])[O:3][C@@H:2]([CH3:1])[C@@H:7]1[C:32]1([C:30](=[O:31])[NH:29][C:27](=[O:28])[NH:26][C:33]1=[O:34])[CH2:22]2. The yield is 0.760. (3) The reactants are Br[C:2]1[CH:35]=[CH:34][C:5]([CH2:6][CH2:7][NH:8][C:9]([C:11]2[CH:33]=[CH:32][C:14]([O:15][C:16]3[CH:25]=[C:24]4[C:19]([CH:20]([C:26]([O:28][CH2:29][CH3:30])=[O:27])[CH2:21][CH2:22][O:23]4)=[CH:18][C:17]=3[Cl:31])=[CH:13][CH:12]=2)=[O:10])=[CH:4][CH:3]=1.[Cl:36][C:37]1[CH:42]=[CH:41][CH:40]=[CH:39][C:38]=1B(O)O.[F-].[Cs+]. The catalyst is COCCOC.CO.O.C1C=CC([P]([Pd]([P](C2C=CC=CC=2)(C2C=CC=CC=2)C2C=CC=CC=2)([P](C2C=CC=CC=2)(C2C=CC=CC=2)C2C=CC=CC=2)[P](C2C=CC=CC=2)(C2C=CC=CC=2)C2C=CC=CC=2)(C2C=CC=CC=2)C2C=CC=CC=2)=CC=1. The product is [Cl:31][C:17]1[CH:18]=[C:19]2[C:24](=[CH:25][C:16]=1[O:15][C:14]1[CH:32]=[CH:33][C:11]([C:9](=[O:10])[NH:8][CH2:7][CH2:6][C:5]3[CH:34]=[CH:35][C:2]([C:38]4[CH:39]=[CH:40][CH:41]=[CH:42][C:37]=4[Cl:36])=[CH:3][CH:4]=3)=[CH:12][CH:13]=1)[O:23][CH2:22][CH2:21][CH:20]2[C:26]([O:28][CH2:29][CH3:30])=[O:27]. The yield is 0.590. (4) The reactants are CN1CCOCC1.[NH2:8][CH2:9][C@H:10]1[CH2:15][CH2:14][C@H:13]([CH2:16][NH:17][C:18](=[O:24])[O:19][C:20]([CH3:23])([CH3:22])[CH3:21])[CH2:12][CH2:11]1.[Cl:25][C:26]1[CH:35]=[C:34]([C:36](O)=[O:37])[C:33]2[C:28](=[CH:29][CH:30]=[CH:31][CH:32]=2)[N:27]=1.C1C=CC2N(O)N=NC=2C=1.C(Cl)CCl. The catalyst is CC1CCCO1.O. The product is [Cl:25][C:26]1[CH:35]=[C:34]([C:36]([NH:8][CH2:9][C@H:10]2[CH2:11][CH2:12][C@H:13]([CH2:16][NH:17][C:18](=[O:24])[O:19][C:20]([CH3:21])([CH3:23])[CH3:22])[CH2:14][CH2:15]2)=[O:37])[C:33]2[C:28](=[CH:29][CH:30]=[CH:31][CH:32]=2)[N:27]=1. The yield is 0.570. (5) The reactants are Br[C:2]1[CH:7]=[CH:6][C:5]([C@@H:8]([CH3:40])[CH2:9][O:10][C:11]([NH:13][C:14]2[CH:15]=[C:16]([F:39])[C:17]([O:33][C@H:34]3[CH2:38][CH2:37][O:36][CH2:35]3)=[C:18]([CH:32]=2)[CH2:19][N:20]([CH3:31])[C:21](=[O:30])[O:22][CH2:23][C:24]2[CH:29]=[CH:28][CH:27]=[CH:26][CH:25]=2)=[O:12])=[C:4]([CH3:41])[CH:3]=1.CC1(C)C[O:47][B:46](B2OCC(C)(C)CO2)[O:45]C1.CC([O-])=O.[K+]. The catalyst is CS(C)=O.C1C=CC(P(C2C=CC=CC=2)[C-]2C=CC=C2)=CC=1.C1C=CC(P(C2C=CC=CC=2)[C-]2C=CC=C2)=CC=1.Cl[Pd]Cl.[Fe+2]. The product is [CH2:23]([O:22][C:21]([N:20]([CH2:19][C:18]1[CH:32]=[C:14]([NH:13][C:11]([O:10][CH2:9][C@@H:8]([C:5]2[CH:6]=[CH:7][C:2]([B:46]([OH:47])[OH:45])=[CH:3][C:4]=2[CH3:41])[CH3:40])=[O:12])[CH:15]=[C:16]([F:39])[C:17]=1[O:33][C@H:34]1[CH2:38][CH2:37][O:36][CH2:35]1)[CH3:31])=[O:30])[C:24]1[CH:29]=[CH:28][CH:27]=[CH:26][CH:25]=1. The yield is 0.557.